Dataset: Full USPTO retrosynthesis dataset with 1.9M reactions from patents (1976-2016). Task: Predict the reactants needed to synthesize the given product. (1) Given the product [NH:1]1[C:9]2[C:4](=[CH:5][CH:6]=[C:7]([CH:10]([C:16]3[CH:21]=[CH:20][CH:19]=[C:18]([Cl:22])[CH:17]=3)[CH2:11][CH2:12][NH:14][CH3:15])[CH:8]=2)[CH:3]=[CH:2]1, predict the reactants needed to synthesize it. The reactants are: [NH:1]1[C:9]2[C:4](=[CH:5][CH:6]=[C:7]([CH:10]([C:16]3[CH:21]=[CH:20][CH:19]=[C:18]([Cl:22])[CH:17]=3)[CH2:11][C:12]([NH:14][CH3:15])=O)[CH:8]=2)[CH:3]=[CH:2]1.N1C2C(=CC=CC=2C(C2C=CC=CC=2)CCNC)C=C1. (2) The reactants are: [CH3:1][O:2][CH2:3][CH2:4][NH:5][C:6]1[C:11]([C:12]#[N:13])=[CH:10][N:9]=[C:8]([N:14]2[C:22]3[CH2:21][C:20]([CH3:24])([CH3:23])[CH2:19][C:18](=[O:25])[C:17]=3[C:16]([CH3:26])=[N:15]2)[N:7]=1.CS(C)=[O:29].CCO. Given the product [CH3:1][O:2][CH2:3][CH2:4][NH:5][C:6]1[C:11]([C:12]([NH2:13])=[O:29])=[CH:10][N:9]=[C:8]([N:14]2[C:22]3[CH2:21][C:20]([CH3:23])([CH3:24])[CH2:19][C:18](=[O:25])[C:17]=3[C:16]([CH3:26])=[N:15]2)[N:7]=1, predict the reactants needed to synthesize it. (3) Given the product [CH2:9]([C:5]1[CH:6]=[CH:7][CH:8]=[C:3]([CH2:1][CH3:2])[C:4]=1[C:11]1[N:16]=[C:15]([O:17][CH3:18])[C:14]([CH:19]([CH2:20][CH2:21][CH3:22])[CH2:23][CH2:24][CH3:25])=[C:13]([CH3:26])[N:12]=1)[CH3:10], predict the reactants needed to synthesize it. The reactants are: [CH2:1]([C:3]1[CH:8]=[CH:7][CH:6]=[C:5]([CH2:9][CH3:10])[C:4]=1[C:11]1[N:16]=[C:15]([O:17][CH3:18])[C:14]([C:19]([CH2:23][CH2:24][CH3:25])=[CH:20][CH2:21][CH3:22])=[C:13]([CH3:26])[N:12]=1)[CH3:2].